From a dataset of Forward reaction prediction with 1.9M reactions from USPTO patents (1976-2016). Predict the product of the given reaction. (1) Given the reactants [Cl:1][C:2]1[CH:7]=[C:6]([F:8])[CH:5]=[CH:4][C:3]=1[CH2:9][C:10](Cl)=[O:11].[C:13]([O:17][C:18]([CH3:21])([CH3:20])[CH3:19])(=[O:16])[NH:14][NH2:15].CCN(C(C)C)C(C)C, predict the reaction product. The product is: [Cl:1][C:2]1[CH:7]=[C:6]([F:8])[CH:5]=[CH:4][C:3]=1[CH2:9][C:10]([NH:15][NH:14][C:13]([O:17][C:18]([CH3:21])([CH3:20])[CH3:19])=[O:16])=[O:11]. (2) The product is: [CH3:1][O:2][C:3]1[CH:4]=[CH:5][C:6]([C:7]([O:9][CH2:10][CH2:11][CH2:12][CH2:13][CH2:14][CH2:15][NH2:16])=[O:8])=[CH:19][CH:20]=1. Given the reactants [CH3:1][O:2][C:3]1[CH:20]=[CH:19][C:6]([C:7]([O:9][CH2:10][CH2:11][CH2:12][CH2:13][CH2:14][CH2:15][N:16]=[N+]=[N-])=[O:8])=[CH:5][CH:4]=1.C1(P(C2C=CC=CC=2)C2C=CC=CC=2)C=CC=CC=1.O, predict the reaction product. (3) Given the reactants C[O:2][C:3]([C:5]1[C:9]([NH:10][C:11](=[O:21])[CH2:12][S:13][C:14]2[CH:19]=[CH:18][C:17]([Br:20])=[CH:16][CH:15]=2)=[CH:8][N:7]([CH2:22][CH2:23][C:24]2[CH:29]=[CH:28][CH:27]=[CH:26][CH:25]=2)[N:6]=1)=[O:4].[OH-].[Na+].Cl, predict the reaction product. The product is: [Br:20][C:17]1[CH:18]=[CH:19][C:14]([S:13][CH2:12][C:11]([NH:10][C:9]2[C:5]([C:3]([OH:4])=[O:2])=[N:6][N:7]([CH2:22][CH2:23][C:24]3[CH:29]=[CH:28][CH:27]=[CH:26][CH:25]=3)[CH:8]=2)=[O:21])=[CH:15][CH:16]=1. (4) Given the reactants O[C:2]1[CH:12]=[CH:11][CH:10]=[CH:9][C:3]=1[C:4]([O:6]CC)=[O:5].[OH-].[K+].CN(C)C=O.S([O:30][CH2:31][C:32]1([CH2:36][CH3:37])[CH2:35][O:34][CH2:33]1)(C1C=CC(C)=CC=1)(=O)=O, predict the reaction product. The product is: [CH2:36]([C:32]1([CH2:31][O:30][C:11]2[CH:12]=[CH:2][C:3]([C:4]([OH:6])=[O:5])=[CH:9][CH:10]=2)[CH2:35][O:34][CH2:33]1)[CH3:37]. (5) The product is: [O:1]1[CH2:6][CH2:5][O:4][CH2:3][C@@H:2]1[CH2:7][O:8][C:9]1[CH:23]=[C:13]2[C:14]3[C:19]([CH2:20][CH2:21][N:12]2[C:11](=[O:24])[N:10]=1)=[CH:18][C:17]([O:22][CH2:30][CH2:29][O:28][CH2:25][CH2:26][CH3:27])=[CH:16][CH:15]=3. Given the reactants [O:1]1[CH2:6][CH2:5][O:4][CH2:3][C@@H:2]1[CH2:7][O:8][C:9]1[CH:23]=[C:13]2[C:14]3[C:19]([CH2:20][CH2:21][N:12]2[C:11](=[O:24])[N:10]=1)=[CH:18][C:17]([OH:22])=[CH:16][CH:15]=3.[CH2:25]([O:28][CH2:29][CH2:30]O)[CH2:26][CH3:27].C1C=CC(P(C2C=CC=CC=2)C2C=CC=CC=2)=CC=1.CC(OC(/N=N/C(OC(C)C)=O)=O)C, predict the reaction product.